This data is from Full USPTO retrosynthesis dataset with 1.9M reactions from patents (1976-2016). The task is: Predict the reactants needed to synthesize the given product. (1) Given the product [Br:1][C:2]1[N:3]([C:8]2[C:17]3[C:12](=[CH:13][CH:14]=[CH:15][CH:16]=3)[C:11]([CH:18]3[CH2:20][CH2:19]3)=[CH:10][CH:9]=2)[C:4]([S:7][C:22]([CH3:31])([CH3:30])[C:23]([O:25][C:26]([CH3:29])([CH3:28])[CH3:27])=[O:24])=[N:5][N:6]=1, predict the reactants needed to synthesize it. The reactants are: [Br:1][C:2]1[N:3]([C:8]2[C:17]3[C:12](=[CH:13][CH:14]=[CH:15][CH:16]=3)[C:11]([CH:18]3[CH2:20][CH2:19]3)=[CH:10][CH:9]=2)[C:4]([SH:7])=[N:5][N:6]=1.Br[C:22]([CH3:31])([CH3:30])[C:23]([O:25][C:26]([CH3:29])([CH3:28])[CH3:27])=[O:24].C(N(C(C)C)CC)(C)C. (2) Given the product [I:21][C:6]1[N:2]([CH3:1])[CH:3]=[N:4][C:5]=1[C:7]1[CH:8]=[CH:9][C:10]([C@H:13]2[CH2:15][C@@H:14]2[C:16]([O:18][CH2:19][CH3:20])=[O:17])=[CH:11][CH:12]=1, predict the reactants needed to synthesize it. The reactants are: [CH3:1][N:2]1[CH:6]=[C:5]([C:7]2[CH:12]=[CH:11][C:10]([C@H:13]3[CH2:15][C@@H:14]3[C:16]([O:18][CH2:19][CH3:20])=[O:17])=[CH:9][CH:8]=2)[N:4]=[CH:3]1.[I:21]N1C(=O)CCC1=O. (3) The reactants are: S(Cl)(Cl)=O.[N+:5]([C:8]1[CH:9]=[N:10][C:11]2[C:16]([C:17]=1O)=[CH:15][CH:14]=[CH:13][CH:12]=2)([O-:7])=[O:6].CN(C=O)C.[NH2:24][CH2:25][CH2:26][CH2:27][OH:28]. Given the product [N+:5]([C:8]1[CH:9]=[N:10][C:11]2[C:16]([C:17]=1[NH:24][CH2:25][CH2:26][CH2:27][OH:28])=[CH:15][CH:14]=[CH:13][CH:12]=2)([O-:7])=[O:6], predict the reactants needed to synthesize it. (4) Given the product [CH3:17][C:18]([S@@:21](/[N:23]=[CH:15]/[C:4]1[CH:3]=[C:2]([CH3:1])[C:7]([O:8][CH2:9][CH2:10][C:11]([F:14])([F:13])[F:12])=[CH:6][N:5]=1)=[O:22])([CH3:20])[CH3:19], predict the reactants needed to synthesize it. The reactants are: [CH3:1][C:2]1[C:7]([O:8][CH2:9][CH2:10][C:11]([F:14])([F:13])[F:12])=[CH:6][N:5]=[C:4]([CH:15]=O)[CH:3]=1.[CH3:17][C:18]([S@:21]([NH2:23])=[O:22])([CH3:20])[CH3:19].